This data is from Forward reaction prediction with 1.9M reactions from USPTO patents (1976-2016). The task is: Predict the product of the given reaction. (1) Given the reactants OS(O)(=O)=O.C([NH:9][C:10]1[CH:18]=[C:17]([O:19][CH2:20][CH3:21])[C:16]([N+:22]([O-:24])=[O:23])=[CH:15][C:11]=1C(O)=O)(=O)C.[OH-].[NH4+], predict the reaction product. The product is: [CH2:20]([O:19][C:17]1[CH:18]=[C:10]([CH:11]=[CH:15][C:16]=1[N+:22]([O-:24])=[O:23])[NH2:9])[CH3:21]. (2) Given the reactants CO[N:3]=[C:4]1[CH2:8][N:7]([C:9]([O:11][CH2:12][C:13]2[CH:18]=[CH:17][CH:16]=[CH:15][CH:14]=2)=[O:10])[CH2:6][CH:5]1[C:19]([O:21]C)=O.B.C1COCC1.C([O-])([O-])=O.[K+].[K+].[CH3:35][C:36]([O:39][C:40](O[C:40]([O:39][C:36]([CH3:38])([CH3:37])[CH3:35])=[O:41])=[O:41])([CH3:38])[CH3:37], predict the reaction product. The product is: [C:36]([O:39][C:40]([NH:3][C@H:4]1[C@@H:5]([CH2:19][OH:21])[CH2:6][N:7]([C:9]([O:11][CH2:12][C:13]2[CH:14]=[CH:15][CH:16]=[CH:17][CH:18]=2)=[O:10])[CH2:8]1)=[O:41])([CH3:38])([CH3:37])[CH3:35]. (3) Given the reactants [CH3:1][C:2]1([CH3:22])[O:6][C@H:5]([CH2:7][N:8]2[CH:12]=[CH:11][C:10]([NH:13]C(=O)C3C=CC=CC=3)=[N:9]2)[CH2:4][O:3]1.O.[OH-].[Na+], predict the reaction product. The product is: [CH3:1][C:2]1([CH3:22])[O:6][C@H:5]([CH2:7][N:8]2[CH:12]=[CH:11][C:10]([NH2:13])=[N:9]2)[CH2:4][O:3]1. (4) Given the reactants S([O:8][S:9]([C:12]([F:15])([F:14])[F:13])(=[O:11])=[O:10])(C(F)(F)F)(=O)=O.[F:16][CH:17]([F:20])[CH2:18]O.C([O-])(O)=O.[Na+], predict the reaction product. The product is: [F:15][C:12]([F:13])([F:14])[S:9]([O:8][CH2:18][CH:17]([F:20])[F:16])(=[O:10])=[O:11].